This data is from Reaction yield outcomes from USPTO patents with 853,638 reactions. The task is: Predict the reaction yield, written as a fraction of the theoretical maximum amount of product (1.0 means a 100% yield; for example, 0.34 means a 34% yield). The reactants are [CH2:1]([O:8][C:9]1[C:13]([CH2:14]O)=[CH:12][N:11]([CH2:16][CH3:17])[N:10]=1)[C:2]1[CH:7]=[CH:6][CH:5]=[CH:4][CH:3]=1.CC(C)(O)[C:20]#[N:21].C(P(CCCC)CCCC)CCC.N(C(N1CCCCC1)=O)=NC(N1CCCCC1)=O. The catalyst is O1CCCC1. The product is [CH2:1]([O:8][C:9]1[C:13]([CH2:14][C:20]#[N:21])=[CH:12][N:11]([CH2:16][CH3:17])[N:10]=1)[C:2]1[CH:7]=[CH:6][CH:5]=[CH:4][CH:3]=1. The yield is 0.490.